This data is from Catalyst prediction with 721,799 reactions and 888 catalyst types from USPTO. The task is: Predict which catalyst facilitates the given reaction. Reactant: [C:1](=O)([O-])[O-].[K+].[K+].[Cl:7][C:8]1[CH:16]=[N:15][CH:14]=[CH:13][C:9]=1[C:10]([OH:12])=[O:11].CI. Product: [Cl:7][C:8]1[CH:16]=[N:15][CH:14]=[CH:13][C:9]=1[C:10]([O:12][CH3:1])=[O:11]. The catalyst class is: 16.